This data is from Catalyst prediction with 721,799 reactions and 888 catalyst types from USPTO. The task is: Predict which catalyst facilitates the given reaction. (1) Reactant: F[P-](F)(F)(F)(F)F.N1(OC(N(C)C)=[N+](C)C)[C:12]2[CH:13]=[CH:14][CH:15]=[CH:16][C:11]=2N=N1.ON1C2C=CC=C[C:29]=2N=N1.[CH3:35][O:36][C:37]([C:39]1[CH:40]=[CH:41][C:42]2[N:43]([C:45]([CH2:55][C:56]([OH:58])=O)(C3C=CC(C)=CC=3)[CH2:46][N:47]=2)[CH:44]=1)=[O:38].[CH3:59][NH:60][CH3:61]. Product: [CH3:59][N:60]([CH3:61])[C:56]([CH2:55][C:45]1[N:43]2[CH:44]=[C:39]([C:37]([O:36][CH3:35])=[O:38])[CH:40]=[CH:41][C:42]2=[N:47][C:46]=1[C:11]1[CH:12]=[CH:13][C:14]([CH3:29])=[CH:15][CH:16]=1)=[O:58]. The catalyst class is: 4. (2) Reactant: C(OC(=O)[N:7]([CH2:21][CH2:22][NH2:23])[CH2:8][CH2:9][N:10]([CH2:18][CH2:19][NH2:20])C(OC(C)(C)C)=O)(C)(C)C.Cl. Product: [NH2:23][CH2:22][CH2:21][NH:7][CH2:8][CH2:9][NH:10][CH2:18][CH2:19][NH2:20]. The catalyst class is: 32. (3) Product: [C:8]([C:6]1[C:5]([N+:10]([O-:12])=[O:11])=[CH:4][CH:3]=[C:2]([F:13])[N:7]=1)#[N:9]. The catalyst class is: 23. Reactant: Cl[C:2]1[N:7]=[C:6]([C:8]#[N:9])[C:5]([N+:10]([O-:12])=[O:11])=[CH:4][CH:3]=1.[F-:13].[K+].O. (4) Reactant: [C:1]([O:4][C@@H:5]([C@@H:35]1[C@@H:39]([O:40][C:41](=[O:43])[CH3:42])[C@@H:38]([O:44][C:45](=[O:47])[CH3:46])[C@H:37]([N:48]2[CH:53]=[CH:52][C:51](=[O:54])[NH:50][C:49]2=[O:55])[O:36]1)[CH:6]([C:30]([O:32][CH2:33][CH3:34])=[O:31])[NH:7][CH2:8][CH2:9][CH2:10][NH:11][C:12](=[O:29])[C@H:13]([CH2:25][CH:26]([CH3:28])[CH3:27])[NH:14]C(=O)OCC1C=CC=CC=1)(=[O:3])[CH3:2]. Product: [C:1]([O:4][C@@H:5]([C@@H:35]1[C@@H:39]([O:40][C:41](=[O:43])[CH3:42])[C@@H:38]([O:44][C:45](=[O:47])[CH3:46])[C@@H:37]([N:48]2[CH:53]=[CH:52][C:51](=[O:54])[NH:50][C:49]2=[O:55])[O:36]1)[CH:6]([NH:7][CH2:8][CH2:9][CH2:10][NH:11][C:12](=[O:29])[C@@H:13]([NH2:14])[CH2:25][CH:26]([CH3:27])[CH3:28])[C:30]([O:32][CH2:33][CH3:34])=[O:31])(=[O:3])[CH3:2]. The catalyst class is: 43. (5) Reactant: [C:1]([N:5]1[CH2:10][C:9]2([CH2:15][CH2:14][N:13]([C:16]([O:18][C:19]([CH3:22])([CH3:21])[CH3:20])=[O:17])[CH2:12][CH2:11]2)[O:8][CH:7]([CH:23]=[CH2:24])[CH2:6]1)([CH3:4])([CH3:3])[CH3:2].C([O-])=O.[NH4+]. Product: [C:1]([N:5]1[CH2:6][CH:7]([CH2:23][CH3:24])[O:8][C:9]2([CH2:15][CH2:14][N:13]([C:16]([O:18][C:19]([CH3:21])([CH3:20])[CH3:22])=[O:17])[CH2:12][CH2:11]2)[CH2:10]1)([CH3:4])([CH3:2])[CH3:3]. The catalyst class is: 105. (6) Reactant: [Cl:1][C:2]1[C:10]([S:11](Cl)(=[O:13])=[O:12])=[CH:9][C:5]([C:6]([OH:8])=[O:7])=[C:4]([F:15])[CH:3]=1.C[Si](Cl)(C)C.[F:21][C:22]1[CH:27]=[CH:26][C:25]([N:28]2[CH2:33][CH2:32][NH:31][C@H:30]([CH3:34])[CH2:29]2)=[C:24]([C:35]([F:38])([F:37])[F:36])[CH:23]=1.C(N(C(C)C)CC)(C)C. Product: [Cl:1][C:2]1[C:10]([S:11]([N:31]2[CH2:32][CH2:33][N:28]([C:25]3[CH:26]=[CH:27][C:22]([F:21])=[CH:23][C:24]=3[C:35]([F:38])([F:36])[F:37])[CH2:29][CH:30]2[CH3:34])(=[O:13])=[O:12])=[CH:9][C:5]([C:6]([OH:8])=[O:7])=[C:4]([F:15])[CH:3]=1. The catalyst class is: 46. (7) Reactant: [CH3:1][C:2]1[CH:7]=[C:6]([CH3:8])[CH:5]=[CH:4][C:3]=1[N:9]([CH2:20][CH:21]([CH3:23])[CH3:22])[S:10]([C:13]1[CH:18]=[CH:17][C:16]([OH:19])=[CH:15][CH:14]=1)(=[O:12])=[O:11].[F-].[K+].Br[CH2:27][C:28]1[CH:33]=[CH:32][N:31]=[CH:30][CH:29]=1. Product: [CH3:1][C:2]1[CH:7]=[C:6]([CH3:8])[CH:5]=[CH:4][C:3]=1[N:9]([CH2:20][CH:21]([CH3:23])[CH3:22])[S:10]([C:13]1[CH:18]=[CH:17][C:16]([O:19][CH2:27][C:28]2[CH:33]=[CH:32][N:31]=[CH:30][CH:29]=2)=[CH:15][CH:14]=1)(=[O:12])=[O:11]. The catalyst class is: 10. (8) Reactant: [CH2:1]([N:3]1[C:8](=O)[C:7]2[N:10]=[CH:11][CH:12]=[CH:13][C:6]=2[C:5]([C:14]2[CH:19]=[CH:18][CH:17]=[CH:16][N:15]=2)=[N:4]1)[CH3:2].COC1C=CC(P2(=S)SP(=S)(C3C=CC(OC)=CC=3)[S:29]2)=CC=1.C1(C)C=CC=CC=1. Product: [CH2:1]([N:3]1[C:8](=[S:29])[C:7]2[N:10]=[CH:11][CH:12]=[CH:13][C:6]=2[C:5]([C:14]2[CH:19]=[CH:18][CH:17]=[CH:16][N:15]=2)=[N:4]1)[CH3:2]. The catalyst class is: 13.